From a dataset of Peptide-MHC class II binding affinity with 134,281 pairs from IEDB. Regression. Given a peptide amino acid sequence and an MHC pseudo amino acid sequence, predict their binding affinity value. This is MHC class II binding data. (1) The peptide sequence is RIIAGTLEVHAVKPA. The MHC is DRB1_0802 with pseudo-sequence DRB1_0802. The binding affinity (normalized) is 0.411. (2) The peptide sequence is YRSLQPEEFAVVDLS. The MHC is HLA-DPA10201-DPB10501 with pseudo-sequence HLA-DPA10201-DPB10501. The binding affinity (normalized) is 0.0984. (3) The binding affinity (normalized) is 0. The MHC is HLA-DPA10301-DPB10402 with pseudo-sequence HLA-DPA10301-DPB10402. The peptide sequence is DVCGMFTNRSGSQQWR. (4) The peptide sequence is GSCWAFSGVAATESA. The MHC is DRB1_0802 with pseudo-sequence DRB1_0802. The binding affinity (normalized) is 0.591. (5) The peptide sequence is TTAAGAASGAATVAA. The MHC is HLA-DQA10101-DQB10501 with pseudo-sequence HLA-DQA10101-DQB10501. The binding affinity (normalized) is 0.217. (6) The peptide sequence is LEVLNFDFQANAQLS. The binding affinity (normalized) is 0. The MHC is HLA-DPA10201-DPB11401 with pseudo-sequence HLA-DPA10201-DPB11401. (7) The peptide sequence is YDKFLANVSSVLTGK. The MHC is DRB1_0701 with pseudo-sequence DRB1_0701. The binding affinity (normalized) is 0.764.